This data is from Full USPTO retrosynthesis dataset with 1.9M reactions from patents (1976-2016). The task is: Predict the reactants needed to synthesize the given product. (1) The reactants are: [C:1]([OH:7])([C:3](F)(F)F)=[O:2].[CH3:8][C:9]([CH3:79])([CH3:78])[C@H:10]([NH:71][C:72](=[O:77])[C@@H:73]([NH:75][CH3:76])[CH3:74])[C:11]([N:13]1[C@H:17]([C:18](=[O:30])[NH:19][C@H:20]2[C:29]3[C:24](=[CH:25][CH:26]=[CH:27][CH:28]=3)[CH2:23][CH2:22][CH2:21]2)[CH2:16][C@H:15]([C:31]2[CH:40]=[C:39]3[C:34]([CH2:35][C@@H:36]([C:58]([NH:60][C@H:61]4[C:70]5[C:65](=[CH:66][CH:67]=[CH:68][CH:69]=5)[CH2:64][CH2:63][CH2:62]4)=[O:59])[N:37]([C:41](=[O:57])[C@@H:42]([NH:50][C:51](=[O:56])[C@@H:52]([NH:54][CH3:55])[CH3:53])[C:43]([S:46]CCO)([CH3:45])[CH3:44])[CH2:38]3)=[CH:33][CH:32]=2)[CH2:14]1)=[O:12]. Given the product [CH3:79][C:9]([CH3:8])([CH3:78])[C@H:10]([NH:71][C:72](=[O:77])[C@@H:73]([NH:75][CH3:76])[CH3:74])[C:11]([N:13]1[C@H:17]([C:18](=[O:30])[NH:19][C@H:20]2[C:29]3[C:24](=[CH:25][CH:26]=[CH:27][CH:28]=3)[CH2:23][CH2:22][CH2:21]2)[CH2:16][C@H:15]([C:31]2[CH:40]=[C:39]3[C:34]([CH2:35][C@@H:36]([C:58](=[O:59])[NH:60][C@H:61]4[C:70]5[C:65](=[CH:66][CH:67]=[CH:68][CH:69]=5)[CH2:64][CH2:63][CH2:62]4)[N:37]([C:41](=[O:57])[C@@H:42]([NH:50][C:51](=[O:56])[C@@H:52]([NH:54][CH3:55])[CH3:53])[C:43]([S:46][CH2:3][C:1]([OH:7])=[O:2])([CH3:44])[CH3:45])[CH2:38]3)=[CH:33][CH:32]=2)[CH2:14]1)=[O:12], predict the reactants needed to synthesize it. (2) The reactants are: C(OC([N:8]1[CH2:13][CH2:12][C:11]([C:22]#[N:23])([C:14]2[CH:19]=[CH:18][C:17]([Cl:20])=[CH:16][C:15]=2[Cl:21])[CH2:10][CH2:9]1)=O)(C)(C)C. Given the product [Cl:21][C:15]1[CH:16]=[C:17]([Cl:20])[CH:18]=[CH:19][C:14]=1[C:11]1([C:22]#[N:23])[CH2:12][CH2:13][NH:8][CH2:9][CH2:10]1, predict the reactants needed to synthesize it. (3) Given the product [CH2:27]([O:3][CH2:4][CH2:5][CH2:6][O:12][C:11]1[C:4]([OH:3])=[C:5]([CH:8]=[CH:9][CH:10]=1)[CH:6]=[O:7])[C:28]1[CH:29]=[CH:30][CH:31]=[CH:32][CH:33]=1, predict the reactants needed to synthesize it. The reactants are: [H-].[Na+].[OH:3][C:4]1[C:11]([OH:12])=[CH:10][CH:9]=[CH:8][C:5]=1[CH:6]=[O:7].[CH2:27](C(Br)CCOCCC(Br)[CH2:27][C:28]1[CH:33]=[CH:32][CH:31]=[CH:30][CH:29]=1)[C:28]1[CH:33]=[CH:32][CH:31]=[CH:30][CH:29]=1.Cl.